This data is from Forward reaction prediction with 1.9M reactions from USPTO patents (1976-2016). The task is: Predict the product of the given reaction. (1) The product is: [Br:1][C:2]1[CH:3]=[CH:4][C:5]2[O:24][CH2:23][C:8]3([C:16]4[C:11](=[CH:12][CH:13]=[CH:14][CH:15]=4)[N:10]([CH2:17][CH2:18][CH2:19][CH2:20][CH3:21])[C:9]3=[O:22])[C:6]=2[CH:7]=1. Given the reactants [Br:1][C:2]1[CH:3]=[CH:4][C:5](O)=[C:6]([C:8]2([CH2:23][OH:24])[C:16]3[C:11](=[CH:12][CH:13]=[CH:14][CH:15]=3)[N:10]([CH2:17][CH2:18][CH2:19][CH2:20][CH3:21])[C:9]2=[O:22])[CH:7]=1.C1(CCN2C3C(=CC=CC=3)C(C3C(O)=CC4OCOC=4C=3)(CO)C2=O)CC1, predict the reaction product. (2) Given the reactants C(OC(=O)[N:7]([C:33](=[O:35])[CH3:34])[C@H:8]1[CH2:12][C@@H:11]([N:13]2[CH:21]=[N:20][C:19]3[C:14]2=[N:15][CH:16]=[N:17][C:18]=3[NH:22][CH2:23][C:24]2[CH:29]=[CH:28][CH:27]=[C:26]([I:30])[CH:25]=2)[C@H:10]([OH:31])[C@@H:9]1[OH:32])(C)(C)C.FC(F)(F)C(O)=O, predict the reaction product. The product is: [OH:32][C@H:9]1[C@@H:10]([OH:31])[C@H:11]([N:13]2[CH:21]=[N:20][C:19]3[C:14]2=[N:15][CH:16]=[N:17][C:18]=3[NH:22][CH2:23][C:24]2[CH:29]=[CH:28][CH:27]=[C:26]([I:30])[CH:25]=2)[CH2:12][C@@H:8]1[NH:7][C:33](=[O:35])[CH3:34]. (3) Given the reactants [Cl:1][C:2]1[CH:3]=[C:4]([F:9])[C:5](F)=[N:6][CH:7]=1.[OH-].[NH4+:11], predict the reaction product. The product is: [NH2:11][C:5]1[C:4]([F:9])=[CH:3][C:2]([Cl:1])=[CH:7][N:6]=1. (4) Given the reactants C(N(C(C)C)CC)(C)C.Cl.COC(=O)[C@H](C[C:17]([C:19]1[S:20][CH:21]=[CH:22][CH:23]=1)=[O:18])N.[Cl:25][C:26]1[CH:34]=[C:33]([C:35]([NH:37][CH2:38][C:39]2[CH:44]=[C:43]([OH:45])[CH:42]=[C:41]([OH:46])[CH:40]=2)=[O:36])[CH:32]=[CH:31][C:27]=1[C:28]([OH:30])=O.CN(C(O[N:55]1N=[N:62][C:57]2[CH:58]=CC=C[C:56]1=2)=[N+](C)C)C.F[P-](F)(F)(F)(F)F.C1C=CC2N([OH:80])N=NC=2C=1.CN(C)[CH:83]=[O:84], predict the reaction product. The product is: [Cl:25][C:26]1[CH:34]=[C:33]([C:35]([NH:37][CH2:38][C:39]2[CH:44]=[C:43]([OH:45])[CH:42]=[C:41]([OH:46])[CH:40]=2)=[O:36])[CH:32]=[CH:31][C:27]=1[C:28]([NH:62][C@H:57]([C:58]([O:84][CH3:83])=[O:80])[CH2:56][NH:55][C:17]([C:19]1[S:20][CH:21]=[CH:22][CH:23]=1)=[O:18])=[O:30]. (5) Given the reactants [Cl:1][C:2]1[CH:32]=[CH:31][CH:30]=[C:29]([F:33])[C:3]=1[CH2:4][C@@H:5]([CH2:26][CH:27]=C)[C:6]([N:8]1[C@@H:12]([C:13]2[CH:18]=[CH:17][CH:16]=[CH:15][CH:14]=2)[C@@H:11]([C:19]2[CH:24]=[CH:23][CH:22]=[CH:21][CH:20]=2)[O:10][C:9]1=[O:25])=[O:7].[O:34]=[O+][O-].N#N.S(C)C, predict the reaction product. The product is: [Cl:1][C:2]1[CH:32]=[CH:31][CH:30]=[C:29]([F:33])[C:3]=1[CH2:4][C@H:5]([C:6](=[O:7])[N:8]1[C@@H:12]([C:13]2[CH:14]=[CH:15][CH:16]=[CH:17][CH:18]=2)[C@@H:11]([C:19]2[CH:24]=[CH:23][CH:22]=[CH:21][CH:20]=2)[O:10][C:9]1=[O:25])[CH2:26][CH:27]=[O:34]. (6) Given the reactants [NH:1]1[C:9]2[C:4](=[CH:5][CH:6]=[CH:7][CH:8]=2)[C@@:3]2([C:21]3[C:12](=[CH:13][C:14]4[O:19][CH2:18][CH2:17][O:16][C:15]=4[CH:20]=3)[O:11][CH2:10]2)[C:2]1=[O:22].N1C2C(=CC=CC=2)C2(C3=CC4OCOC=4C=C3OC2)C1=O.CC1C=CC(S(O[CH2:55][C@@H:56]2[CH2:61][O:60][CH2:59][CH2:58][O:57]2)(=O)=O)=CC=1.CC1C=CC(S(OC[C@H]2COCCO2)(=O)=O)=CC=1, predict the reaction product. The product is: [O:57]1[CH2:58][CH2:59][O:60][CH2:61][C@H:56]1[CH2:55][N:1]1[C:9]2[C:4](=[CH:5][CH:6]=[CH:7][CH:8]=2)[C@@:3]2([C:21]3[C:12](=[CH:13][C:14]4[O:19][CH2:18][CH2:17][O:16][C:15]=4[CH:20]=3)[O:11][CH2:10]2)[C:2]1=[O:22]. (7) Given the reactants [CH2:1]([O:3][C:4]([C:6]1[CH:7]=[N:8][N:9]([C:11](=[NH:22])[NH:12][C:13]2[C:18]([Br:19])=[CH:17][C:16]([F:20])=[CH:15][C:14]=2Br)[CH:10]=1)=[O:5])[CH3:2].C([O-])([O-])=O.[Cs+].[Cs+].CN(C=O)C, predict the reaction product. The product is: [CH2:1]([O:3][C:4]([C:6]1[CH:7]=[N:8][N:9]([C:11]2[NH:22][C:14]3[CH:15]=[C:16]([F:20])[CH:17]=[C:18]([Br:19])[C:13]=3[N:12]=2)[CH:10]=1)=[O:5])[CH3:2]. (8) Given the reactants [N+:1]([C:4]1[CH:9]=[CH:8][C:7]([CH:10]([CH3:14])[C:11](O)=[O:12])=[CH:6][CH:5]=1)([O-:3])=[O:2].C(Cl)(=O)C([Cl:18])=O, predict the reaction product. The product is: [N+:1]([C:4]1[CH:9]=[CH:8][C:7]([CH:10]([CH3:14])[C:11]([Cl:18])=[O:12])=[CH:6][CH:5]=1)([O-:3])=[O:2].